This data is from Full USPTO retrosynthesis dataset with 1.9M reactions from patents (1976-2016). The task is: Predict the reactants needed to synthesize the given product. (1) Given the product [F:27][CH:2]([F:1])[C:3]1[N:4]([CH2:25][CH3:26])[C:5]2[C:10]([N:11]=1)=[C:9]([NH:12][C@H:13]1[CH2:17][CH2:16][NH:15][CH2:14]1)[N:8]=[CH:7][N:6]=2, predict the reactants needed to synthesize it. The reactants are: [F:1][CH:2]([F:27])[C:3]1[N:4]([CH2:25][CH3:26])[C:5]2[C:10]([N:11]=1)=[C:9]([NH:12][C@H:13]1[CH2:17][CH2:16][N:15](C(OC(C)(C)C)=O)[CH2:14]1)[N:8]=[CH:7][N:6]=2.Cl.C(=O)([O-])O.[Na+]. (2) Given the product [F:22][C:23]1[CH:24]=[CH:25][C:26]([C:29]2[C:30]([C:35]([N:3]3[CH2:4][C@H:5]4[C@H:1]([CH2:8][CH2:7][CH2:6]4)[C@H:2]3[CH2:9][NH:10][C:11]([C:13]3[N:20]4[C:16]([S:17][CH:18]=[CH:19]4)=[N:15][C:14]=3[CH3:21])=[O:12])=[O:36])=[CH:31][CH:32]=[CH:33][CH:34]=2)=[CH:27][CH:28]=1, predict the reactants needed to synthesize it. The reactants are: [C@H:1]12[CH2:8][CH2:7][CH2:6][C@H:5]1[CH2:4][NH:3][C@@H:2]2[CH2:9][NH:10][C:11]([C:13]1[N:20]2[C:16]([S:17][CH:18]=[CH:19]2)=[N:15][C:14]=1[CH3:21])=[O:12].[F:22][C:23]1[CH:28]=[CH:27][C:26]([C:29]2[C:30]([C:35](O)=[O:36])=[CH:31][CH:32]=[CH:33][CH:34]=2)=[CH:25][CH:24]=1. (3) The reactants are: [O:1]1CCC(=O)C1.Cl.CNC.[C-]#N.[K+].[CH3:14][N:15]([CH3:23])[C:16]1([C:21]#[N:22])[CH2:20][CH2:19]C[CH2:17]1. Given the product [CH3:14][N:15]([CH3:23])[C:16]1([C:21]#[N:22])[CH2:20][CH2:19][O:1][CH2:17]1, predict the reactants needed to synthesize it. (4) The reactants are: [Cl:1][C:2]1[C:14]2[C:13]3[C:8](=[CH:9][CH:10]=[CH:11][CH:12]=3)[C@@:7]([C:20]([F:23])([F:22])[F:21])([O:15]CC(O)=O)[C:6]=2[CH:5]=[C:4]([CH3:24])[CH:3]=1.C(N(CC)CC)C.C1(P(N=[N+]=[N-])(C2C=CC=CC=2)=O)C=CC=CC=1.Cl. Given the product [Cl:1][C:2]1[C:14]2[C:13]3[C:8](=[CH:9][CH:10]=[CH:11][CH:12]=3)[C@@:7]([C:20]([F:21])([F:22])[F:23])([OH:15])[C:6]=2[CH:5]=[C:4]([CH3:24])[CH:3]=1, predict the reactants needed to synthesize it. (5) Given the product [C:12]([O:11][C:9](=[O:10])[N:25]([CH2:24][CH:23]([C:20]1[CH:19]=[CH:18][C:17]([Br:16])=[CH:22][CH:21]=1)[OH:27])[CH3:26])([CH3:13])([CH3:14])[CH3:15], predict the reactants needed to synthesize it. The reactants are: O([C:9]([O:11][C:12]([CH3:15])([CH3:14])[CH3:13])=[O:10])[C:9]([O:11][C:12]([CH3:15])([CH3:14])[CH3:13])=[O:10].[Br:16][C:17]1[CH:22]=[CH:21][C:20]([CH:23]([OH:27])[CH2:24][NH:25][CH3:26])=[CH:19][CH:18]=1.